Dataset: Reaction yield outcomes from USPTO patents with 853,638 reactions. Task: Predict the reaction yield, written as a fraction of the theoretical maximum amount of product (1.0 means a 100% yield; for example, 0.34 means a 34% yield). The reactants are [CH3:1][O:2][C:3]([C:5]1[C:6]2[CH:7]=[N:8][NH:9][C:10]=2[CH:11]=[CH:12][CH:13]=1)=[O:4].[F:14][C:15]1[CH:22]=[CH:21][C:18]([CH2:19]Br)=[CH:17][CH:16]=1. No catalyst specified. The product is [CH3:1][O:2][C:3]([C:5]1[C:6]2[CH:7]=[N:8][N:9]([CH2:19][C:18]3[CH:21]=[CH:22][C:15]([F:14])=[CH:16][CH:17]=3)[C:10]=2[CH:11]=[CH:12][CH:13]=1)=[O:4]. The yield is 0.410.